Dataset: Full USPTO retrosynthesis dataset with 1.9M reactions from patents (1976-2016). Task: Predict the reactants needed to synthesize the given product. (1) Given the product [O:31]1[C:30]2[CH:34]=[CH:35][C:27]([C:24]3([C:22]([NH:21][C:18]4[CH:19]=[CH:20][C:15]([CH:6]([C:7]5[CH:12]=[CH:11][CH:10]=[CH:9][C:8]=5[O:13][CH3:14])[N:36]5[CH2:41][CH2:40][CH2:39][CH2:38][CH2:37]5)=[CH:16][N:17]=4)=[O:23])[CH2:25][CH2:26]3)=[CH:28][C:29]=2[O:33][CH2:32]1, predict the reactants needed to synthesize it. The reactants are: CS(O[CH:6]([C:15]1[CH:16]=[N:17][C:18]([NH:21][C:22]([C:24]2([C:27]3[CH:35]=[CH:34][C:30]4[O:31][CH2:32][O:33][C:29]=4[CH:28]=3)[CH2:26][CH2:25]2)=[O:23])=[CH:19][CH:20]=1)[C:7]1[CH:12]=[CH:11][CH:10]=[CH:9][C:8]=1[O:13][CH3:14])(=O)=O.[NH:36]1[CH2:41][CH2:40][CH2:39][CH2:38][CH2:37]1.O1C2C=CC(C3(C(NC4C=CC(C(N(C)C)C5C=CC=CC=5OC)=CN=4)=O)CC3)=CC=2OC1. (2) Given the product [NH:23]1[C:24]2[C:29](=[CH:28][CH:27]=[CH:26][CH:25]=2)[CH2:30][C@H:22]1[CH2:21][O:20][N:19]=[C:16]1[CH2:15][CH2:14][N:13]([S:10]([C:7]2[CH:6]=[CH:5][C:4]([O:3][C:2]([F:1])([F:39])[F:38])=[CH:9][CH:8]=2)(=[O:12])=[O:11])[CH2:18][CH2:17]1, predict the reactants needed to synthesize it. The reactants are: [F:1][C:2]([F:39])([F:38])[O:3][C:4]1[CH:9]=[CH:8][C:7]([S:10]([N:13]2[CH2:18][CH2:17][C:16](=[N:19][O:20][CH2:21][C@@H:22]3[CH2:30][C:29]4[C:24](=[CH:25][CH:26]=[CH:27][CH:28]=4)[N:23]3C(OC(C)(C)C)=O)[CH2:15][CH2:14]2)(=[O:12])=[O:11])=[CH:6][CH:5]=1.FC(F)(F)C(O)=O. (3) Given the product [OH:11][CH2:10][C:9]1[CH:12]=[CH:13][C:6]([CH:2]([OH:1])[CH2:3][CH2:4][CH3:5])=[CH:7][CH:8]=1, predict the reactants needed to synthesize it. The reactants are: [OH:1][CH:2]([C:6]1[CH:13]=[CH:12][C:9]([CH:10]=[O:11])=[CH:8][CH:7]=1)[CH2:3][CH2:4][CH3:5].[BH4-].[Na+].O.Cl. (4) Given the product [CH3:32][C:27]1[NH:28][C:29]([CH3:31])=[CH:30][C:26]=1[C:24]1[CH:23]=[CH:22][CH:21]=[C:20]([C:17]2[CH:18]=[CH:19][C:14]([CH:11]3[CH2:12][CH2:13][NH:8][CH2:9][CH2:10]3)=[CH:15][CH:16]=2)[N:25]=1, predict the reactants needed to synthesize it. The reactants are: C([N:8]1[CH2:13][CH2:12][CH:11]([C:14]2[CH:19]=[CH:18][C:17]([C:20]3[N:25]=[C:24]([C:26]4[CH:30]=[C:29]([CH3:31])[NH:28][C:27]=4[CH3:32])[CH:23]=[CH:22][CH:21]=3)=[CH:16][CH:15]=2)[CH2:10][CH2:9]1)C1C=CC=CC=1.C([O-])=O.[NH4+].